From a dataset of Blood-brain barrier permeability classification from the B3DB database. Regression/Classification. Given a drug SMILES string, predict its absorption, distribution, metabolism, or excretion properties. Task type varies by dataset: regression for continuous measurements (e.g., permeability, clearance, half-life) or binary classification for categorical outcomes (e.g., BBB penetration, CYP inhibition). Dataset: b3db_classification. (1) The molecule is CN1CC[C@@]23c4c5ccc(O)c4O[C@H]2C(=O)CC[C@H]3[C@H]1C5. The result is 1 (penetrates BBB). (2) The compound is COc1ccccc1CNC1CCCNC1c1ccccc1. The result is 1 (penetrates BBB). (3) The compound is CC(Cc1cccc(C(F)(F)F)c1)NCCOC(=O)c1ccccc1. The result is 0 (does not penetrate BBB). (4) The molecule is CO/N=C(/C(=O)N[C@@H]1C(=O)N2C(C(=O)O)=C(COC(C)=O)C[S+]([O-])[C@H]12)c1csc(N)n1. The result is 0 (does not penetrate BBB).